The task is: Predict the reactants needed to synthesize the given product.. This data is from Full USPTO retrosynthesis dataset with 1.9M reactions from patents (1976-2016). (1) Given the product [Cl:16][C:6]1[CH:5]=[CH:4][C:3]([CH2:8][C:9](=[O:15])[C:10]([O:12][CH2:13][CH3:14])=[O:11])=[CH:2][CH:7]=1, predict the reactants needed to synthesize it. The reactants are: F[C:2]1[CH:7]=[CH:6][CH:5]=[CH:4][C:3]=1[CH2:8][C:9](=[O:15])[C:10]([O:12][CH2:13][CH3:14])=[O:11].[Cl:16]C1C=CC(CCl)=CC=1.[Mg].C(OCC)(=O)C(OCC)=O. (2) Given the product [CH2:21]([NH:28][C:8]([C:7]1[C:6]([Cl:11])=[N:5][C:4]([S:12][CH3:13])=[N:3][C:2]=1[Cl:1])=[O:9])[C:22]1[CH:27]=[CH:26][CH:25]=[CH:24][CH:23]=1, predict the reactants needed to synthesize it. The reactants are: [Cl:1][C:2]1[C:7]([C:8](Cl)=[O:9])=[C:6]([Cl:11])[N:5]=[C:4]([S:12][CH3:13])[N:3]=1.C(N(CC)CC)C.[CH2:21]([NH2:28])[C:22]1[CH:27]=[CH:26][CH:25]=[CH:24][CH:23]=1.